This data is from Reaction yield outcomes from USPTO patents with 853,638 reactions. The task is: Predict the reaction yield, written as a fraction of the theoretical maximum amount of product (1.0 means a 100% yield; for example, 0.34 means a 34% yield). The reactants are [Br:1][C:2]1[CH:16]=[C:15](/[CH:17]=[CH:18]/[CH:19]([C:24]2[CH:29]=[C:28]([Cl:30])[C:27]([Cl:31])=[C:26]([Cl:32])[CH:25]=2)[C:20]([F:23])([F:22])[F:21])[CH:14]=[CH:13][C:3]=1[C:4]([NH:6][CH:7]1[CH2:12][CH2:11][NH:10][CH2:9][CH2:8]1)=[O:5].Cl[CH2:34][CH2:35][OH:36]. The catalyst is C1COCC1.CCOC(C)=O. The product is [Br:1][C:2]1[CH:16]=[C:15](/[CH:17]=[CH:18]/[CH:19]([C:24]2[CH:25]=[C:26]([Cl:32])[C:27]([Cl:31])=[C:28]([Cl:30])[CH:29]=2)[C:20]([F:23])([F:21])[F:22])[CH:14]=[CH:13][C:3]=1[C:4]([NH:6][CH:7]1[CH2:12][CH2:11][N:10]([CH2:34][CH2:35][OH:36])[CH2:9][CH2:8]1)=[O:5]. The yield is 0.340.